Dataset: Catalyst prediction with 721,799 reactions and 888 catalyst types from USPTO. Task: Predict which catalyst facilitates the given reaction. (1) Product: [CH2:1]([O:8][C:9]1[CH:10]=[C:11]([CH:12]([CH3:14])[CH3:13])[N:21]([CH:18]([CH3:20])[CH3:19])[N:22]=1)[C:2]1[CH:7]=[CH:6][CH:5]=[CH:4][CH:3]=1. The catalyst class is: 10. Reactant: [CH2:1]([O:8][C:9](=S)[CH2:10][C:11](=O)[CH:12]([CH3:14])[CH3:13])[C:2]1[CH:7]=[CH:6][CH:5]=[CH:4][CH:3]=1.Cl.[CH:18]([NH:21][NH2:22])([CH3:20])[CH3:19].C(N(CC)CC)C.O. (2) Reactant: [H-].[Na+].[OH:3][C:4]1[CH:9]=[CH:8][N:7]=[CH:6][CH:5]=1.CC1C=CC(S(O[CH2:21][C@@H:22]([NH:24][C:25]([O:27][C:28]([CH3:31])([CH3:30])[CH3:29])=[O:26])[CH3:23])(=O)=O)=CC=1.O. Product: [CH3:23][C@H:22]([NH:24][C:25](=[O:26])[O:27][C:28]([CH3:29])([CH3:31])[CH3:30])[CH2:21][O:3][C:4]1[CH:9]=[CH:8][N:7]=[CH:6][CH:5]=1. The catalyst class is: 3.